The task is: Predict the product of the given reaction.. This data is from Forward reaction prediction with 1.9M reactions from USPTO patents (1976-2016). (1) Given the reactants C(OC([N:8]([CH2:10][C:11]1[NH:15][C:14]2[CH:16]=[C:17]([NH:23][C:24]([C:26]3[CH:31]=[CH:30][CH:29]=[CH:28][C:27]=3[C:32]([F:35])([F:34])[F:33])=[O:25])[CH:18]=[C:19]([C:20]([OH:22])=O)[C:13]=2[N:12]=1)[CH3:9])=O)(C)(C)C.[C:36](O)([C:38](F)(F)F)=O.[CH2:43]([Cl:45])Cl, predict the reaction product. The product is: [Cl:45][C:43]1[C:36]([CH3:38])=[C:13]([NH:12][C:20]([C:19]2[C:13]3[N:12]=[C:11]([CH2:10][NH:8][CH3:9])[NH:15][C:14]=3[CH:16]=[C:17]([NH:23][C:24]([C:26]3[CH:31]=[CH:30][CH:29]=[CH:28][C:27]=3[C:32]([F:34])([F:33])[F:35])=[O:25])[CH:18]=2)=[O:22])[CH:14]=[CH:16][CH:17]=1. (2) The product is: [CH3:1][C:2]1[O:6][C:5]([C:7]2[CH:12]=[CH:11][CH:10]=[CH:9][CH:8]=2)=[N:4][C:3]=1[CH2:13][CH2:14][O:15][C:17]1[CH:18]=[C:19]([CH:22]=[CH:23][CH:24]=1)[CH:20]=[O:21]. Given the reactants [CH3:1][C:2]1[O:6][C:5]([C:7]2[CH:12]=[CH:11][CH:10]=[CH:9][CH:8]=2)=[N:4][C:3]=1[CH2:13][CH2:14][OH:15].O[C:17]1[CH:18]=[C:19]([CH:22]=[CH:23][CH:24]=1)[CH:20]=[O:21].C1(P(C2C=CC=CC=2)C2C=CC=CC=2)C=CC=CC=1.N(C(N1CCCCC1)=O)=NC(N1CCCCC1)=O, predict the reaction product. (3) Given the reactants [Cl:1][C:2]1[CH:7]=[CH:6][C:5]([S:8]([NH:11][C@H:12]2[CH2:16][CH2:15][CH2:14][C@H:13]2[C:17]([NH2:19])=[O:18])(=[O:10])=[O:9])=[CH:4][CH:3]=1.Br[CH2:21][C:22]1[CH:31]=[CH:30][C:25]([C:26]([O:28][CH3:29])=[O:27])=[CH:24][CH:23]=1, predict the reaction product. The product is: [CH3:29][O:28][C:26](=[O:27])[C:25]1[CH:30]=[CH:31][C:22]([CH2:21][N:11]([C@@H:12]2[CH2:16][CH2:15][CH2:14][C@@H:13]2[C:17](=[O:18])[NH2:19])[S:8]([C:5]2[CH:6]=[CH:7][C:2]([Cl:1])=[CH:3][CH:4]=2)(=[O:9])=[O:10])=[CH:23][CH:24]=1. (4) Given the reactants [CH3:1][O:2][C:3]1[CH:8]=[CH:7][C:6]([CH:9]([CH2:13][CH:14]=[O:15])[C:10]([OH:12])=[O:11])=[CH:5][CH:4]=1.S(=O)(=O)(O)O.[CH2:21](O)[CH3:22], predict the reaction product. The product is: [CH3:1][O:2][C:3]1[CH:4]=[CH:5][C:6]([CH:9]([CH2:13][CH:14]=[O:15])[C:10]([O:12][CH2:21][CH3:22])=[O:11])=[CH:7][CH:8]=1. (5) Given the reactants [NH2:1][C:2]1[CH:11]=[CH:10][C:9](Br)=[CH:8][C:3]=1[C:4]([NH:6][CH3:7])=[O:5].[O:13]1[C:17]2([CH2:22][CH2:21][C:20](B3OC(C)(C)C(C)(C)O3)=[CH:19][CH2:18]2)[O:16][CH2:15][CH2:14]1.ClCCl.O1CCOCC1.C(=O)([O-])[O-].[K+].[K+].O, predict the reaction product. The product is: [NH2:1][C:2]1[CH:11]=[CH:10][C:9]([C:20]2[CH2:21][CH2:22][C:17]3([O:16][CH2:15][CH2:14][O:13]3)[CH2:18][CH:19]=2)=[CH:8][C:3]=1[C:4]([NH:6][CH3:7])=[O:5]. (6) Given the reactants [NH2:1][C:2]1[CH:3]=[C:4]2[C:8](=[CH:9][CH:10]=1)[N:7]([CH2:11][C:12]([O:14][C:15]([CH3:18])([CH3:17])[CH3:16])=[O:13])[C:6]([C:19]([NH:21][C:22]1[CH:27]=[CH:26][CH:25]=[CH:24][CH:23]=1)=[O:20])=[CH:5]2.C(N(CC)CC)C.[CH3:35][C:36]([CH3:42])([CH3:41])[CH2:37][C:38](Cl)=[O:39].Cl, predict the reaction product. The product is: [NH:21]([C:19]([C:6]1[N:7]([CH2:11][C:12]([O:14][C:15]([CH3:18])([CH3:17])[CH3:16])=[O:13])[C:8]2[C:4]([CH:5]=1)=[CH:3][C:2]([NH:1][C:38](=[O:39])[CH2:37][C:36]([CH3:42])([CH3:41])[CH3:35])=[CH:10][CH:9]=2)=[O:20])[C:22]1[CH:23]=[CH:24][CH:25]=[CH:26][CH:27]=1. (7) Given the reactants [C:1]([O:5][C:6]([NH:8][C@:9]1([C:14]([OH:16])=O)[CH2:11][C@H:10]1[CH:12]=[CH2:13])=[O:7])([CH3:4])([CH3:3])[CH3:2].C1N=CN(C(N2C=NC=C2)=O)C=1.[NH2:29][C:30]1[CH:35]=[CH:34][CH:33]=[CH:32][C:31]=1[S:36]([NH2:39])(=[O:38])=[O:37].C1CCN2C(=NCCC2)CC1, predict the reaction product. The product is: [C:1]([O:5][C:6](=[O:7])[NH:8][C@:9]1([C:14]([NH:39][S:36]([C:31]2[CH:32]=[CH:33][CH:34]=[CH:35][C:30]=2[NH2:29])(=[O:37])=[O:38])=[O:16])[CH2:11][C@H:10]1[CH:12]=[CH2:13])([CH3:2])([CH3:3])[CH3:4]. (8) Given the reactants [Br:1][C:2]1[N:7]=[CH:6][C:5]2[CH:8]=[C:9]([C:11]3[CH:12]=[N:13][N:14]([CH3:16])[CH:15]=3)[NH:10][C:4]=2[CH:3]=1.[CH2:17]([O:19][C:20](Cl)=[O:21])[CH3:18], predict the reaction product. The product is: [CH2:17]([O:19][C:20]([N:10]1[C:4]2[CH:3]=[C:2]([Br:1])[N:7]=[CH:6][C:5]=2[CH:8]=[C:9]1[C:11]1[CH:12]=[N:13][N:14]([CH3:16])[CH:15]=1)=[O:21])[CH3:18].